From a dataset of Catalyst prediction with 721,799 reactions and 888 catalyst types from USPTO. Predict which catalyst facilitates the given reaction. (1) Reactant: C(OC(C1C=C(C2C=CC(C[S:19][CH2:20][CH2:21][OH:22])=CC=2)C=CC=1)=O)C.[CH2:23]([O:25][C:26]([C:28]1[CH:33]=[CH:32][C:31]([C:34]2[CH:39]=[CH:38][CH:37]=[CH:36][C:35]=2[CH2:40]Br)=[CH:30][CH:29]=1)=[O:27])[CH3:24].SCCO.C(=O)([O-])[O-].[K+].[K+]. Product: [CH2:23]([O:25][C:26]([C:28]1[CH:33]=[CH:32][C:31]([C:34]2[CH:39]=[CH:38][CH:37]=[CH:36][C:35]=2[CH2:40][S:19][CH2:20][CH2:21][OH:22])=[CH:30][CH:29]=1)=[O:27])[CH3:24]. The catalyst class is: 3. (2) Reactant: [CH:1]([N:4]1[C:12]2[CH:11]=[C:10]([N:13]([C:21]3[CH:26]=[CH:25][N:24]=[C:23]([C:27]4[CH:28]=[N:29][N:30]([S:32]([CH:35]5[CH2:38][O:37][CH2:36]5)(=[O:34])=[O:33])[CH:31]=4)[N:22]=3)C(=O)OC(C)(C)C)[N:9]=[CH:8][C:7]=2[N:6]=[C:5]1[CH3:39])([CH3:3])[CH3:2].FC(F)(F)C(O)=O.C(=O)(O)[O-].[Na+]. Product: [CH:1]([N:4]1[C:12]2[CH:11]=[C:10]([NH:13][C:21]3[CH:26]=[CH:25][N:24]=[C:23]([C:27]4[CH:28]=[N:29][N:30]([S:32]([CH:35]5[CH2:36][O:37][CH2:38]5)(=[O:33])=[O:34])[CH:31]=4)[N:22]=3)[N:9]=[CH:8][C:7]=2[N:6]=[C:5]1[CH3:39])([CH3:3])[CH3:2]. The catalyst class is: 4. (3) Reactant: [CH2:1]([N:8]1[CH2:28][CH2:27][C:11]2[N:12]=[C:13](Cl)[N:14]=[C:15]([N:16]3[CH2:21][CH2:20][N:19]([C:22](=[O:24])[CH3:23])[CH2:18][C@H:17]3[CH3:25])[C:10]=2[CH2:9]1)[C:2]1[CH:7]=[CH:6][CH:5]=[CH:4][CH:3]=1.[CH3:29][C:30]1[C:38]2[C:33](=[CH:34][CH:35]=[CH:36][C:37]=2B2OC(C)(C)C(C)(C)O2)[N:32]([S:48]([C:51]2[CH:57]=[CH:56][C:54]([CH3:55])=[CH:53][CH:52]=2)(=[O:50])=[O:49])[CH:31]=1.C([O-])([O-])=O.[Na+].[Na+]. Product: [CH2:1]([N:8]1[CH2:28][CH2:27][C:11]2[N:12]=[C:13]([C:37]3[CH:36]=[CH:35][CH:34]=[C:33]4[C:38]=3[C:30]([CH3:29])=[CH:31][N:32]4[S:48]([C:51]3[CH:57]=[CH:56][C:54]([CH3:55])=[CH:53][CH:52]=3)(=[O:50])=[O:49])[N:14]=[C:15]([N:16]3[CH2:21][CH2:20][N:19]([C:22](=[O:24])[CH3:23])[CH2:18][C@H:17]3[CH3:25])[C:10]=2[CH2:9]1)[C:2]1[CH:7]=[CH:6][CH:5]=[CH:4][CH:3]=1. The catalyst class is: 57. (4) Reactant: [Cl:1][C:2]1[CH:22]=[CH:21][C:5]([O:6][C:7]2[CH:12]=[N:11][CH:10]=[C:9]3[S:13][C:14](/[CH:16]=[CH:17]/[C:18](O)=[O:19])=[CH:15][C:8]=23)=[CH:4][CH:3]=1.O.O[N:25]1C2C=CC=CC=2N=N1.CN1CCOCC1.[NH4+].[Cl-].C(Cl)CCl. Product: [Cl:1][C:2]1[CH:22]=[CH:21][C:5]([O:6][C:7]2[CH:12]=[N:11][CH:10]=[C:9]3[S:13][C:14](/[CH:16]=[CH:17]/[C:18]([NH2:25])=[O:19])=[CH:15][C:8]=23)=[CH:4][CH:3]=1. The catalyst class is: 479.